From a dataset of Forward reaction prediction with 1.9M reactions from USPTO patents (1976-2016). Predict the product of the given reaction. (1) Given the reactants [NH2:1][C:2]1[CH:3]=[C:4]([CH:9]=[CH:10][CH:11]=1)[C:5]([O:7][CH3:8])=[O:6].[H-].[Na+].Br[CH2:15][C:16]1[CH:21]=[CH:20][C:19]([C:22]2[C:23]([C:29]([O:31][CH3:32])=[O:30])=[C:24]([F:28])[CH:25]=[CH:26][CH:27]=2)=[CH:18][C:17]=1[F:33], predict the reaction product. The product is: [F:28][C:24]1[CH:25]=[CH:26][CH:27]=[C:22]([C:19]2[CH:20]=[CH:21][C:16]([CH2:15][NH:1][C:2]3[CH:11]=[CH:10][CH:9]=[C:4]([C:5]([O:7][CH3:8])=[O:6])[CH:3]=3)=[C:17]([F:33])[CH:18]=2)[C:23]=1[C:29]([O:31][CH3:32])=[O:30]. (2) Given the reactants C([O:3][C:4](=O)[C:5]1[CH:10]=[CH:9][CH:8]=[C:7]([Br:11])[CH:6]=1)C.O.[NH2:14][NH2:15], predict the reaction product. The product is: [Br:11][C:7]1[CH:6]=[C:5]([CH:10]=[CH:9][CH:8]=1)[C:4]([NH:14][NH2:15])=[O:3]. (3) Given the reactants [OH-].[Na+].C([O:5][C:6]([C:8]1[NH:9][CH:10]=[C:11]([CH2:14][CH2:15][C:16]2[CH:21]=[CH:20][C:19]([Cl:22])=[CH:18][CH:17]=2)[C:12]=1[CH3:13])=[O:7])C, predict the reaction product. The product is: [Cl:22][C:19]1[CH:18]=[CH:17][C:16]([CH2:15][CH2:14][C:11]2[C:12]([CH3:13])=[C:8]([C:6]([OH:7])=[O:5])[NH:9][CH:10]=2)=[CH:21][CH:20]=1. (4) The product is: [CH3:27][O:26][C:22]1[N:23]=[C:24]([N:14]2[CH:15]=[CH:16][C:11]3=[N:10][C:9]([CH2:8][O:1][C:2]4[CH:3]=[CH:4][CH:5]=[CH:6][CH:7]=4)=[CH:18][N:12]3[C:13]2=[O:17])[CH:25]=[CH:20][N:21]=1. Given the reactants [O:1]([CH2:8][C:9]1[N:10]=[C:11]2[CH:16]=[CH:15][NH:14][C:13](=[O:17])[N:12]2[CH:18]=1)[C:2]1[CH:7]=[CH:6][CH:5]=[CH:4][CH:3]=1.Cl[C:20]1[CH:25]=[CH:24][N:23]=[C:22]([O:26][CH3:27])[N:21]=1.C([O-])([O-])=O.[Cs+].[Cs+].C1(P(C2CCCCC2)C2C=CC=CC=2C2C(C(C)C)=CC(C(C)C)=CC=2C(C)C)CCCCC1, predict the reaction product. (5) Given the reactants [CH2:1]([O:3][C:4]([C:6]1[C:7]([O:13][C:14]2[C:19]([CH3:20])=[CH:18][C:17]([CH3:21])=[CH:16][C:15]=2[CH3:22])=[N+:8]([O-])[CH:9]=[CH:10][CH:11]=1)=[O:5])[CH3:2].[F-].[Cs+].C[Si](C)(C)[C:27]([F:33])([F:32])[C:28]([F:31])([F:30])[F:29].O, predict the reaction product. The product is: [F:32][C:27]([F:33])([C:9]1[N:8]=[C:7]([O:13][C:14]2[C:19]([CH3:20])=[CH:18][C:17]([CH3:21])=[CH:16][C:15]=2[CH3:22])[C:6]([C:4]([O:3][CH2:1][CH3:2])=[O:5])=[CH:11][CH:10]=1)[C:28]([F:31])([F:30])[F:29]. (6) The product is: [O:2]1[CH:6]=[CH:5][CH:4]=[C:3]1[CH2:7][N:8]([CH2:9][C:10]1[CH:15]=[CH:14][C:13]([S:16][C:17]([CH3:26])([CH3:25])[C:18]([O:20][C:21]([CH3:24])([CH3:23])[CH3:22])=[O:19])=[CH:12][CH:11]=1)[CH2:28][C:29]1[O:33][N:32]=[C:31]([C:34]2[CH:35]=[CH:36][CH:37]=[CH:38][CH:39]=2)[N:30]=1. Given the reactants Cl.[O:2]1[CH:6]=[CH:5][CH:4]=[C:3]1[CH2:7][NH:8][CH2:9][C:10]1[CH:15]=[CH:14][C:13]([S:16][C:17]([CH3:26])([CH3:25])[C:18]([O:20][C:21]([CH3:24])([CH3:23])[CH3:22])=[O:19])=[CH:12][CH:11]=1.Cl[CH2:28][C:29]1[O:33][N:32]=[C:31]([C:34]2[CH:39]=[CH:38][CH:37]=[CH:36][CH:35]=2)[N:30]=1.C(N(C(C)C)CC)(C)C, predict the reaction product. (7) Given the reactants [CH3:1][N:2]([CH2:14][C:15]1[CH:20]=[CH:19][CH:18]=[C:17]([C:21]2[CH:22]=[N:23][C:24]([N:27]3[CH2:32][CH2:31][NH:30][CH2:29][CH2:28]3)=[N:25][CH:26]=2)[CH:16]=1)[C:3](=[O:13])[CH2:4][NH:5][C:6](=[O:12])[O:7][C:8]([CH3:11])([CH3:10])[CH3:9].Br[C:34]1[CH:41]=[CH:40][C:37]([C:38]#[N:39])=[CH:36][N:35]=1.C(=O)([O-])[O-].[Cs+].[Cs+], predict the reaction product. The product is: [C:38]([C:37]1[CH:40]=[CH:41][C:34]([N:30]2[CH2:31][CH2:32][N:27]([C:24]3[N:25]=[CH:26][C:21]([C:17]4[CH:16]=[C:15]([CH:20]=[CH:19][CH:18]=4)[CH2:14][N:2]([CH3:1])[C:3](=[O:13])[CH2:4][NH:5][C:6](=[O:12])[O:7][C:8]([CH3:11])([CH3:9])[CH3:10])=[CH:22][N:23]=3)[CH2:28][CH2:29]2)=[N:35][CH:36]=1)#[N:39]. (8) Given the reactants [Cl:1][C:2]1[CH:3]=[C:4]([C:30]2[CH2:31][CH2:32][C:33](=[O:36])[NH:34][N:35]=2)[CH:5]=[CH:6][C:7]=1[O:8][CH2:9][C:10]([N:12]1[CH2:17][CH2:16][CH:15]([NH:18][CH2:19][C@H:20]([OH:29])[CH2:21][O:22][C:23]2[CH:28]=[CH:27][CH:26]=[CH:25][CH:24]=2)[CH2:14][CH2:13]1)=[O:11].[C:37](C1C=CC=CC=1O)#[N:38], predict the reaction product. The product is: [Cl:1][C:2]1[CH:3]=[C:4]([C:30]2[CH2:31][CH2:32][C:33](=[O:36])[NH:34][N:35]=2)[CH:5]=[CH:6][C:7]=1[O:8][CH2:9][C:10]([N:12]1[CH2:13][CH2:14][CH:15]([NH:18][CH2:19][CH:20]([OH:29])[CH2:21][O:22][C:23]2[CH:24]=[CH:25][CH:26]=[CH:27][C:28]=2[C:37]#[N:38])[CH2:16][CH2:17]1)=[O:11].